Predict the reactants needed to synthesize the given product. From a dataset of Full USPTO retrosynthesis dataset with 1.9M reactions from patents (1976-2016). (1) Given the product [N:35]1[CH:36]=[CH:37][C:32]([C:2]2[CH:3]=[CH:4][C:5]([C:8]3([C:11]([N:13]4[CH2:17][CH2:16][C:15]5([C:21]6[CH:22]=[CH:23][CH:24]=[CH:25][C:20]=6[C:19](=[O:26])[O:18]5)[CH2:14]4)=[O:12])[CH2:10][CH2:9]3)=[CH:6][CH:7]=2)=[CH:33][CH:34]=1, predict the reactants needed to synthesize it. The reactants are: Br[C:2]1[CH:7]=[CH:6][C:5]([C:8]2([C:11]([N:13]3[CH2:17][CH2:16][C@@:15]4([C:21]5[CH:22]=[CH:23][CH:24]=[CH:25][C:20]=5[C:19](=[O:26])[O:18]4)[CH2:14]3)=[O:12])[CH2:10][CH2:9]2)=[CH:4][CH:3]=1.C([Sn](CCCC)(CCCC)[C:32]1[CH:37]=[CH:36][N:35]=[CH:34][CH:33]=1)CCC.C(P(C(C)(C)C)C(C)(C)C)(C)(C)C.[F-].[K+]. (2) Given the product [CH2:1]([N:8]([CH2:19][C:20]1[CH:33]=[CH:32][C:23]([O:24][C:25]2[CH:30]=[CH:29][CH:28]=[C:27]([O:31][CH2:44][CH2:43][CH2:42][O:41][Si:34]([C:37]([CH3:38])([CH3:40])[CH3:39])([CH3:35])[CH3:36])[CH:26]=2)=[CH:22][CH:21]=1)[C:9]1[CH:14]=[CH:13][CH:12]=[C:11]([N+:15]([O-:17])=[O:16])[C:10]=1[CH3:18])[C:2]1[CH:3]=[CH:4][CH:5]=[CH:6][CH:7]=1, predict the reactants needed to synthesize it. The reactants are: [CH2:1]([N:8]([CH2:19][C:20]1[CH:33]=[CH:32][C:23]([O:24][C:25]2[CH:26]=[C:27]([OH:31])[CH:28]=[CH:29][CH:30]=2)=[CH:22][CH:21]=1)[C:9]1[CH:14]=[CH:13][CH:12]=[C:11]([N+:15]([O-:17])=[O:16])[C:10]=1[CH3:18])[C:2]1[CH:7]=[CH:6][CH:5]=[CH:4][CH:3]=1.[Si:34]([O:41][CH2:42][CH2:43][CH2:44]O)([C:37]([CH3:40])([CH3:39])[CH3:38])([CH3:36])[CH3:35]. (3) Given the product [Cl:1][C:2]1[CH:7]=[CH:6][C:5]([C:8]2[CH:12]([C:13]3[CH:18]=[CH:17][CH:16]=[CH:15][CH:14]=3)[CH2:11][N:10]([C:19]([NH:38][N:39]3[CH2:44][CH2:43][CH2:42][CH2:41][CH2:40]3)=[N:21][S:22]([C:25]3[CH:30]=[CH:29][C:28]([Cl:31])=[CH:27][CH:26]=3)(=[O:24])=[O:23])[N:9]=2)=[CH:4][CH:3]=1, predict the reactants needed to synthesize it. The reactants are: [Cl:1][C:2]1[CH:7]=[CH:6][C:5]([C:8]2[CH:12]([C:13]3[CH:18]=[CH:17][CH:16]=[CH:15][CH:14]=3)[CH2:11][N:10]([C:19]([NH:21][S:22]([C:25]3[CH:30]=[CH:29][C:28]([Cl:31])=[CH:27][CH:26]=3)(=[O:24])=[O:23])=O)[N:9]=2)=[CH:4][CH:3]=1.P(Cl)(Cl)(Cl)(Cl)Cl.[NH2:38][N:39]1[CH2:44][CH2:43][CH2:42][CH2:41][CH2:40]1. (4) Given the product [CH3:24][C:12]1([S:9]([C:5]2[CH:6]=[CH:7][CH:8]=[C:3]([C:2]([F:22])([F:1])[F:23])[CH:4]=2)(=[O:11])=[O:10])[CH2:21][CH2:20][C:15]2([O:16][CH2:17][CH2:18][O:19]2)[CH2:14][CH2:13]1, predict the reactants needed to synthesize it. The reactants are: [F:1][C:2]([F:23])([F:22])[C:3]1[CH:4]=[C:5]([S:9]([CH:12]2[CH2:21][CH2:20][C:15]3([O:19][CH2:18][CH2:17][O:16]3)[CH2:14][CH2:13]2)(=[O:11])=[O:10])[CH:6]=[CH:7][CH:8]=1.[CH3:24]I.[H-].[Na+].